This data is from Forward reaction prediction with 1.9M reactions from USPTO patents (1976-2016). The task is: Predict the product of the given reaction. (1) The product is: [O:45]1[CH2:50][CH2:49][O:48][CH2:47][CH:46]1[C:51]1[C:59]2[S:58][C:57]([NH:60][C:9](=[O:11])[CH2:8][CH2:7][N:3]3[CH2:4][CH2:5][CH2:6][C:2]3=[O:1])=[N:56][C:55]=2[C:54]([O:61][CH3:62])=[CH:53][CH:52]=1. Given the reactants [O:1]=[C:2]1[CH2:6][CH2:5][CH2:4][N:3]1[CH2:7][CH2:8][C:9]([OH:11])=O.CN(C(ON1N=NC2C=CC=NC1=2)=[N+](C)C)C.F[P-](F)(F)(F)(F)F.C(N(C(C)C)C(C)C)C.[O:45]1[CH2:50][CH2:49][O:48][CH2:47][CH:46]1[C:51]1[C:59]2[S:58][C:57]([NH2:60])=[N:56][C:55]=2[C:54]([O:61][CH3:62])=[CH:53][CH:52]=1, predict the reaction product. (2) Given the reactants [N+]([C:4]1[CH:5]=C(S([O-])(=O)=O)C=[CH:8][CH:9]=1)([O-])=O.[Na+].OS(O)(=O)=O.O=S(=O)=O.[F:24][C:25]1[C:31]([F:32])=[CH:30][CH:29]=[CH:28][C:26]=1[NH2:27].C(=O)/C=C/C.[OH-].[Na+], predict the reaction product. The product is: [F:32][C:31]1[C:25]([F:24])=[C:26]2[C:28]([CH:5]=[CH:4][C:9]([CH3:8])=[N:27]2)=[CH:29][CH:30]=1.